This data is from Catalyst prediction with 721,799 reactions and 888 catalyst types from USPTO. The task is: Predict which catalyst facilitates the given reaction. Reactant: [CH3:1][N:2]1[C:10]2[CH2:9][CH2:8][CH2:7][CH:6](O)[C:5]=2[CH:4]=[N:3]1.[I:12][C:13]1[C:21]2[C:16](=[N:17][CH:18]=[N:19][C:20]=2[NH2:22])[NH:15][N:14]=1.C1C=CC(P(C2C=CC=CC=2)C2C=CC=CC=2)=CC=1.CC(OC(/N=N/C(OC(C)C)=O)=O)C. Product: [I:12][C:13]1[C:21]2[C:16](=[N:17][CH:18]=[N:19][C:20]=2[NH2:22])[N:15]([CH:6]2[CH2:7][CH2:8][CH2:9][C:10]3[N:2]([CH3:1])[N:3]=[CH:4][C:5]2=3)[N:14]=1. The catalyst class is: 1.